From a dataset of HIV replication inhibition screening data with 41,000+ compounds from the AIDS Antiviral Screen. Binary Classification. Given a drug SMILES string, predict its activity (active/inactive) in a high-throughput screening assay against a specified biological target. (1) The result is 0 (inactive). The drug is Cl.O=C(C=Cc1ccccc1)CCN1CCN(CCC(=O)C=Cc2ccccc2)CC1. (2) The molecule is CC(=NNC(=S)Nc1ccc([N+](=O)[O-])cc1)c1cccc(C(C)=NNC(=S)Nc2ccc([N+](=O)[O-])cc2)n1. The result is 0 (inactive).